Dataset: Reaction yield outcomes from USPTO patents with 853,638 reactions. Task: Predict the reaction yield, written as a fraction of the theoretical maximum amount of product (1.0 means a 100% yield; for example, 0.34 means a 34% yield). (1) The catalyst is CCOC(C)=O.CCO. The product is [F:23][C:2]([F:24])([F:1])[C:3]1[CH:4]=[C:5]([C:13]2[N:17]=[CH:16][N:15](/[CH:18]=[CH:19]\[C:20]([NH:34][NH:33][C:31]([C:27]3[CH:28]=[N:29][NH:30][C:26]=3[CH3:25])=[O:32])=[O:22])[N:14]=2)[CH:6]=[C:7]([C:9]([F:12])([F:10])[F:11])[CH:8]=1. The reactants are [F:1][C:2]([F:24])([F:23])[C:3]1[CH:4]=[C:5]([C:13]2[N:17]=[CH:16][N:15](/[CH:18]=[CH:19]\[C:20]([OH:22])=O)[N:14]=2)[CH:6]=[C:7]([C:9]([F:12])([F:11])[F:10])[CH:8]=1.[CH3:25][C:26]1[NH:30][N:29]=[CH:28][C:27]=1[C:31]([NH:33][NH2:34])=[O:32].C(P1(=O)OP(CCC)(=O)OP(CCC)(=O)O1)CC.CCN(C(C)C)C(C)C. The yield is 0.420. (2) The reactants are [CH3:1][CH:2]([C:13](=[O:22])[CH:14]=[CH:15][C:16]1[CH:21]=[CH:20][CH:19]=[CH:18][CH:17]=1)[C:3](=[O:12])[CH:4]=[CH:5][C:6]1[CH:11]=[CH:10][CH:9]=[CH:8][CH:7]=1. The catalyst is [Pd].C(OCC)(=O)C. The product is [CH3:1][CH:2]([C:3](=[O:12])[CH2:4][CH2:5][C:6]1[CH:7]=[CH:8][CH:9]=[CH:10][CH:11]=1)[C:13](=[O:22])[CH2:14][CH2:15][C:16]1[CH:21]=[CH:20][CH:19]=[CH:18][CH:17]=1. The yield is 0.730. (3) The reactants are [NH2:1][C:2]1[C:3]([C:20]([NH:22][NH:23][C:24](=[O:30])[C:25]([O:27][CH2:28][CH3:29])=[O:26])=O)=[N:4][C:5]([C:8]2[CH:13]=[CH:12][C:11]([S:14]([CH:17]([CH3:19])[CH3:18])(=[O:16])=[O:15])=[CH:10][CH:9]=2)=[CH:6][N:7]=1.C(N(CC)CC)C.CC1C=CC(S(Cl)(=O)=O)=CC=1. The catalyst is C(Cl)Cl. The product is [NH2:1][C:2]1[C:3]([C:20]2[O:30][C:24]([C:25]([O:27][CH2:28][CH3:29])=[O:26])=[N:23][N:22]=2)=[N:4][C:5]([C:8]2[CH:13]=[CH:12][C:11]([S:14]([CH:17]([CH3:19])[CH3:18])(=[O:15])=[O:16])=[CH:10][CH:9]=2)=[CH:6][N:7]=1. The yield is 0.900. (4) The reactants are Cl[S:2]([C:5]1[S:6][CH:7]=[CH:8][C:9]=1[C:10]1[CH:15]=[CH:14][C:13]2[O:16][CH2:17][O:18][C:12]=2[CH:11]=1)(=[O:4])=[O:3].[NH2:19][C:20]1[O:24][N:23]=[C:22]([CH3:25])[C:21]=1[Br:26]. No catalyst specified. The product is [Br:26][C:21]1[C:22]([CH3:25])=[N:23][O:24][C:20]=1[NH:19][S:2]([C:5]1[S:6][CH:7]=[CH:8][C:9]=1[C:10]1[CH:15]=[CH:14][C:13]2[O:16][CH2:17][O:18][C:12]=2[CH:11]=1)(=[O:4])=[O:3]. The yield is 0.600. (5) The reactants are Br[C:2]1[CH:7]=[CH:6][N:5]2[C:8]3[CH:14]=[CH:13][CH:12]=[CH:11][C:9]=3[N:10]=[C:4]2[N:3]=1.[CH2:15]([OH:20])[CH2:16][CH2:17][C:18]#[CH:19].CCN(C(C)C)C(C)C. The catalyst is O1CCOCC1.CCOC(C)=O.C1C=CC([P]([Pd]([P](C2C=CC=CC=2)(C2C=CC=CC=2)C2C=CC=CC=2)([P](C2C=CC=CC=2)(C2C=CC=CC=2)C2C=CC=CC=2)[P](C2C=CC=CC=2)(C2C=CC=CC=2)C2C=CC=CC=2)(C2C=CC=CC=2)C2C=CC=CC=2)=CC=1. The product is [N:3]1[C:4]2[N:5]([C:8]3[CH:14]=[CH:13][CH:12]=[CH:11][C:9]=3[N:10]=2)[CH:6]=[CH:7][C:2]=1[C:19]#[C:18][CH2:17][CH2:16][CH2:15][OH:20]. The yield is 0.560. (6) The reactants are Cl.[Cl:2][C:3]1[CH:4]=[C:5]([CH2:15][NH2:16])[CH:6]=[N:7][C:8]=1[O:9][CH2:10][C:11]([F:14])([F:13])[F:12].[NH2:17][C:18]1[N:23]=[C:22]([C:24](O)=[O:25])[CH:21]=[CH:20][N:19]=1. No catalyst specified. The product is [NH2:17][C:18]1[N:23]=[C:22]([C:24]([NH:16][CH2:15][C:5]2[CH:6]=[N:7][C:8]([O:9][CH2:10][C:11]([F:12])([F:13])[F:14])=[C:3]([Cl:2])[CH:4]=2)=[O:25])[CH:21]=[CH:20][N:19]=1. The yield is 0.170.